Dataset: Catalyst prediction with 721,799 reactions and 888 catalyst types from USPTO. Task: Predict which catalyst facilitates the given reaction. Reactant: [H-].[Na+].[C:3]([O:9][CH2:10][CH3:11])(=[O:8])[CH2:4][C:5]([CH3:7])=[O:6].Br[CH2:13][C:14]1[CH:23]=[CH:22][C:17]([C:18]([O:20][CH3:21])=[O:19])=[CH:16][C:15]=1[F:24]. Product: [CH2:10]([O:9][C:3]([CH:4]([C:5](=[O:6])[CH3:7])[CH2:13][C:14]1[CH:23]=[CH:22][C:17]([C:18]([O:20][CH3:21])=[O:19])=[CH:16][C:15]=1[F:24])=[O:8])[CH3:11]. The catalyst class is: 1.